This data is from Forward reaction prediction with 1.9M reactions from USPTO patents (1976-2016). The task is: Predict the product of the given reaction. (1) Given the reactants [ClH:1].Cl.Cl.Cl.C(OC([N:12]1[CH2:16][C@@H:15]([N:17]2[CH2:22][CH2:21][N:20]([C:23]3[CH:28]=[CH:27][C:26]([C:29]([O:31]CC)=[O:30])=[CH:25][N:24]=3)[CH2:19][CH2:18]2)[CH2:14][C@H:13]1[C:34]([N:36]1[CH2:40][CH2:39][S:38][CH2:37]1)=[O:35])=O)(C)(C)C.Cl.Cl.Cl.C(OC(C1C=CC(N2CCN([C@@H]3CN[C@H](C(N4CCSC4)=O)C3)CC2)=NC=1)=O)C, predict the reaction product. The product is: [ClH:1].[ClH:1].[ClH:1].[C:29]([C:26]1[CH:27]=[CH:28][C:23]([N:20]2[CH2:19][CH2:18][N:17]([C@@H:15]3[CH2:16][NH:12][C@H:13]([C:34]([N:36]4[CH2:40][CH2:39][S:38][CH2:37]4)=[O:35])[CH2:14]3)[CH2:22][CH2:21]2)=[N:24][CH:25]=1)([OH:31])=[O:30]. (2) Given the reactants [C:1]([C:3]1[CH:4]=[C:5]([C:9]2[CH:10]=[C:11]([CH:16]=[C:17]([CH2:19][O:20][CH2:21][CH:22]3[CH2:27][CH2:26][NH:25][CH2:24][CH2:23]3)[CH:18]=2)[C:12]([O:14][CH3:15])=[O:13])[CH:6]=[CH:7][CH:8]=1)#[N:2].C(N(CC)CC)C.[C:35](Cl)(=[O:37])[CH3:36].S([O-])(O)(=O)=O.[Na+], predict the reaction product. The product is: [C:1]([C:3]1[CH:4]=[C:5]([C:9]2[CH:10]=[C:11]([CH:16]=[C:17]([CH2:19][O:20][CH2:21][CH:22]3[CH2:27][CH2:26][N:25]([C:35](=[O:37])[CH3:36])[CH2:24][CH2:23]3)[CH:18]=2)[C:12]([O:14][CH3:15])=[O:13])[CH:6]=[CH:7][CH:8]=1)#[N:2]. (3) Given the reactants [CH3:1][O:2][CH:3]([O:24][CH3:25])[CH2:4][N:5]1[CH:10]=[CH:9][C:8](=[O:11])[C:7]([O:12][CH2:13][C:14]2[CH:19]=[CH:18][CH:17]=[CH:16][CH:15]=2)=[C:6]1[C:20]([O:22][CH3:23])=[O:21].C1C(=O)N([Br:33])C(=O)C1, predict the reaction product. The product is: [CH3:25][O:24][CH:3]([O:2][CH3:1])[CH2:4][N:5]1[CH:10]=[C:9]([Br:33])[C:8](=[O:11])[C:7]([O:12][CH2:13][C:14]2[CH:19]=[CH:18][CH:17]=[CH:16][CH:15]=2)=[C:6]1[C:20]([O:22][CH3:23])=[O:21]. (4) The product is: [CH:1]1([C:7]2[CH:31]=[CH:30][C:10]([CH2:11][O:12][C:13]3[CH:18]=[CH:17][C:16]([C:19]4[CH:24]=[CH:23][C:22]([F:25])=[CH:21][C:20]=4[F:26])=[CH:15][C:14]=3[CH2:27][CH2:28][NH2:29])=[CH:9][CH:8]=2)[CH2:2][CH2:3][CH2:4][CH2:5][CH2:6]1. Given the reactants [CH:1]1([C:7]2[CH:31]=[CH:30][C:10]([CH2:11][O:12][C:13]3[CH:18]=[CH:17][C:16]([C:19]4[CH:24]=[CH:23][C:22]([F:25])=[CH:21][C:20]=4[F:26])=[CH:15][C:14]=3[CH2:27][C:28]#[N:29])=[CH:9][CH:8]=2)[CH2:6][CH2:5][CH2:4][CH2:3][CH2:2]1.Cl.[OH-].[Na+], predict the reaction product.